Binary Classification. Given a drug SMILES string, predict its activity (active/inactive) in a high-throughput screening assay against a specified biological target. From a dataset of KCNQ2 potassium channel screen with 302,405 compounds. The drug is O=C(NC1CCCCC1)NC(=O)COC(=O)c1ccc(NC(=O)C)cc1. The result is 0 (inactive).